Dataset: Catalyst prediction with 721,799 reactions and 888 catalyst types from USPTO. Task: Predict which catalyst facilitates the given reaction. (1) Reactant: [F:1][C:2]1([F:23])[CH2:7][CH2:6][CH:5]([CH2:8][CH:9]=[C:10]([O:15][Si](CC)(CC)CC)[C:11]([F:14])([F:13])[CH3:12])[CH2:4][CH2:3]1.[Br:24]Br.C(=O)([O-])O.[Na+].S([O-])([O-])(=O)=S.[Na+].[Na+]. Product: [Br:24][CH:9]([C:10](=[O:15])[C:11]([F:14])([F:13])[CH3:12])[CH2:8][CH:5]1[CH2:6][CH2:7][C:2]([F:23])([F:1])[CH2:3][CH2:4]1. The catalyst class is: 4. (2) Reactant: [Cl:1][C:2]1[C:7]([C:8]([OH:10])=O)=[CH:6][CH:5]=[C:4]([N:11]2[CH:15]=[CH:14][C:13]([O:16][CH2:17][C:18]([CH3:21])([CH3:20])[CH3:19])=[N:12]2)[N:3]=1.C1N=CN(C(N2C=NC=C2)=O)C=1.[NH2:34][C:35]1[C:40]([S:41]([NH2:44])(=[O:43])=[O:42])=[CH:39][CH:38]=[CH:37][N:36]=1.[H-].[Na+].C(O)(=O)C. Product: [NH2:34][C:35]1[C:40]([S:41]([NH:44][C:8]([C:7]2[C:2]([Cl:1])=[N:3][C:4]([N:11]3[CH:15]=[CH:14][C:13]([O:16][CH2:17][C:18]([CH3:21])([CH3:20])[CH3:19])=[N:12]3)=[CH:5][CH:6]=2)=[O:10])(=[O:42])=[O:43])=[CH:39][CH:38]=[CH:37][N:36]=1. The catalyst class is: 18.